This data is from Forward reaction prediction with 1.9M reactions from USPTO patents (1976-2016). The task is: Predict the product of the given reaction. Given the reactants [CH3:1][N:2]([CH3:17])[CH2:3][CH2:4][C:5]([NH:7][C:8]1[CH:13]=[CH:12][CH:11]=[C:10]([N+:14]([O-])=O)[CH:9]=1)=[O:6], predict the reaction product. The product is: [NH2:14][C:10]1[CH:9]=[C:8]([NH:7][C:5](=[O:6])[CH2:4][CH2:3][N:2]([CH3:17])[CH3:1])[CH:13]=[CH:12][CH:11]=1.